Dataset: Reaction yield outcomes from USPTO patents with 853,638 reactions. Task: Predict the reaction yield, written as a fraction of the theoretical maximum amount of product (1.0 means a 100% yield; for example, 0.34 means a 34% yield). (1) The reactants are [Cl:1][C:2]1[CH:7]=[CH:6][CH:5]=[C:4]([F:8])[C:3]=1[C:9](=[O:15])[CH2:10][C:11]([O:13][CH3:14])=[O:12].C(N(CC)CC)C.[N-:23]=[N+:24]=[N-]. The catalyst is C(#N)C. The product is [Cl:1][C:2]1[CH:7]=[CH:6][CH:5]=[C:4]([F:8])[C:3]=1[C:9](=[O:15])[C:10](=[N+:23]=[N-:24])[C:11]([O:13][CH3:14])=[O:12]. The yield is 0.760. (2) The reactants are [NH2:1][C:2]1[S:3][C:4]([C:7]([O:9][CH2:10][CH3:11])=[O:8])=[CH:5][N:6]=1.[C:12]([C:16]1[CH:24]=[CH:23][C:19]([C:20](Cl)=[O:21])=[CH:18][CH:17]=1)([CH3:15])([CH3:14])[CH3:13].N1C=CC=CC=1.CCCCCC. The catalyst is ClCCl. The product is [CH2:10]([O:9][C:7]([C:4]1[S:3][C:2]([NH:1][C:20](=[O:21])[C:19]2[CH:23]=[CH:24][C:16]([C:12]([CH3:14])([CH3:13])[CH3:15])=[CH:17][CH:18]=2)=[N:6][CH:5]=1)=[O:8])[CH3:11]. The yield is 0.880. (3) The yield is 1.00. The product is [C:8]([C:7]1[C:2]([S:23][CH2:24][C:25]([NH2:27])=[O:26])=[N:3][C:4]([NH:19][CH:20]2[CH2:22][CH2:21]2)=[N:5][C:6]=1[C:10]1[CH:18]=[CH:17][C:13]2[CH2:14][CH2:15][O:16][C:12]=2[CH:11]=1)#[N:9]. The reactants are Cl[C:2]1[C:7]([C:8]#[N:9])=[C:6]([C:10]2[CH:18]=[CH:17][C:13]3[CH2:14][CH2:15][O:16][C:12]=3[CH:11]=2)[N:5]=[C:4]([NH:19][CH:20]2[CH2:22][CH2:21]2)[N:3]=1.[SH:23][CH2:24][C:25]([NH2:27])=[O:26].C([O-])([O-])=O.[K+].[K+]. The catalyst is C(O)C. (4) The reactants are [H-].[Na+].[Br:3][C:4]1[CH:9]=[CH:8][C:7]([OH:10])=[CH:6][CH:5]=1.[CH3:11][C:12]([CH3:17])=[CH:13][C:14](Cl)=[O:15].C(OCC)(=O)C. The catalyst is O1CCCC1.[Cl-].[Na+].O.CCCCCC. The product is [Br:3][C:4]1[CH:9]=[CH:8][C:7]([O:10][C:14](=[O:15])[CH:13]=[C:12]([CH3:17])[CH3:11])=[CH:6][CH:5]=1. The yield is 0.590.